Task: Predict the reaction yield, written as a fraction of the theoretical maximum amount of product (1.0 means a 100% yield; for example, 0.34 means a 34% yield).. Dataset: Reaction yield outcomes from USPTO patents with 853,638 reactions (1) The reactants are [NH2:1][C:2]1[C:11]([O:12][CH3:13])=[N:10][C:9]2[C:4](=[CH:5][C:6]([O:16][CH3:17])=[C:7]([O:14][CH3:15])[CH:8]=2)[N:3]=1.Cl[C:19]([O:21][CH2:22][CH3:23])=[O:20].N1C=CC=CC=1. The catalyst is ClCCl. The product is [CH3:13][O:12][C:11]1[C:2]([NH:1][C:19](=[O:20])[O:21][CH2:22][CH3:23])=[N:3][C:4]2[C:9](=[CH:8][C:7]([O:14][CH3:15])=[C:6]([O:16][CH3:17])[CH:5]=2)[N:10]=1. The yield is 0.900. (2) The reactants are [F:1][C:2]1[CH:7]=[CH:6][CH:5]=[C:4]([F:8])[C:3]=1[S:9]([NH:12][C:13]1[CH:14]=[C:15]([CH:21]=[CH:22][C:23]=1[F:24])[C:16](OCC)=[O:17])(=[O:11])=[O:10].[Li+].C[Si]([N-][Si](C)(C)C)(C)C.[Cl:35][C:36]1[N:41]=[C:40]([CH3:42])[CH:39]=[CH:38][N:37]=1. The catalyst is C1COCC1. The product is [Cl:35][C:36]1[N:41]=[C:40]([CH2:42][C:16]([C:15]2[CH:21]=[CH:22][C:23]([F:24])=[C:13]([NH:12][S:9]([C:3]3[C:2]([F:1])=[CH:7][CH:6]=[CH:5][C:4]=3[F:8])(=[O:11])=[O:10])[CH:14]=2)=[O:17])[CH:39]=[CH:38][N:37]=1. The yield is 0.500. (3) The reactants are [CH2:1]([C@H:3]1[C@@H:7]([CH2:8][OH:9])[CH2:6][C@H:5]([CH2:10][C:11]([O:13][CH2:14][CH3:15])=[O:12])[CH2:4]1)[CH3:2].I([O-])(=O)(=O)=[O:17].[Na+]. The catalyst is CC#N.O.CCOC(C)=O.O.[Ru](Cl)(Cl)Cl. The product is [CH2:14]([O:13][C:11](=[O:12])[CH2:10][C@H:5]1[CH2:6][C@H:7]([C:8]([OH:17])=[O:9])[C@H:3]([CH2:1][CH3:2])[CH2:4]1)[CH3:15]. The yield is 1.01. (4) The product is [CH3:19][S:20]([CH2:23][CH2:24][C@H:25]1[CH2:30][CH2:29][C@H:28]([N:31]2[C:32]3=[C:33]4[S:41][CH:40]=[CH:39][C:34]4=[N:35][CH:36]=[C:37]3[N:38]=[C:3]2[C@H:2]([OH:1])[CH3:6])[CH2:27][CH2:26]1)(=[O:21])=[O:22]. The catalyst is O1CCCC1.C(O)C. The yield is 0.0110. The reactants are [OH:1][C@H:2]([CH3:6])[C:3](N)=O.F[B-](F)(F)F.C([O+](CC)CC)C.[CH3:19][S:20]([CH2:23][CH2:24][C@H:25]1[CH2:30][CH2:29][C@H:28]([NH:31][C:32]2[C:37]([NH2:38])=[CH:36][N:35]=[C:34]3[CH:39]=[CH:40][S:41][C:33]=23)[CH2:27][CH2:26]1)(=[O:22])=[O:21]. (5) The reactants are [CH:1](O)=[O:2].C(OC(=O)C)(=O)C.[OH:11][NH:12][CH:13]([CH:45]([CH3:47])[CH3:46])[CH2:14][S:15]([C:18]1[CH:23]=[CH:22][C:21]([C:24]2[CH:29]=[CH:28][CH:27]=[C:26]([CH2:30][NH:31][C:32]([C:34]3[NH:43][C:42](=[O:44])[C:41]4[C:36](=[CH:37][CH:38]=[CH:39][CH:40]=4)[N:35]=3)=[O:33])[CH:25]=2)=[CH:20][CH:19]=1)(=[O:17])=[O:16]. The catalyst is C1COCC1. The product is [CH:1]([N:12]([OH:11])[CH:13]([CH:45]([CH3:47])[CH3:46])[CH2:14][S:15]([C:18]1[CH:19]=[CH:20][C:21]([C:24]2[CH:29]=[CH:28][CH:27]=[C:26]([CH2:30][NH:31][C:32]([C:34]3[NH:43][C:42](=[O:44])[C:41]4[C:36](=[CH:37][CH:38]=[CH:39][CH:40]=4)[N:35]=3)=[O:33])[CH:25]=2)=[CH:22][CH:23]=1)(=[O:16])=[O:17])=[O:2]. The yield is 0.370. (6) The reactants are [CH2:1]([C:3]1[C:8](=[O:9])[NH:7][C:6]([CH3:10])=[C:5]([C:11]2[S:15][C:14]([S:16](Cl)(=[O:18])=[O:17])=[CH:13][CH:12]=2)[CH:4]=1)[CH3:2].[O:20]1[CH:24]=[CH:23][CH:22]=[C:21]1[CH2:25][NH2:26]. No catalyst specified. The product is [O:20]1[CH:24]=[CH:23][CH:22]=[C:21]1[CH2:25][NH:26][S:16]([C:14]1[S:15][C:11]([C:5]2[CH:4]=[C:3]([CH2:1][CH3:2])[C:8](=[O:9])[NH:7][C:6]=2[CH3:10])=[CH:12][CH:13]=1)(=[O:18])=[O:17]. The yield is 0.780. (7) The reactants are [ClH:1].CCOCC.[CH2:7]([O:14][C:15]1[CH:20]=[CH:19][N:18]([C:21]2[CH:29]=[C:28]3[C:24]([C:25]4[CH2:34][CH2:33][NH:32][CH:31]([CH2:35][OH:36])[C:26]=4[N:27]3[CH3:30])=[CH:23][CH:22]=2)[C:17](=[O:37])[CH:16]=1)[C:8]1[CH:13]=[CH:12][CH:11]=[CH:10][CH:9]=1. The catalyst is C(Cl)Cl. The product is [ClH:1].[CH2:7]([O:14][C:15]1[CH:20]=[CH:19][N:18]([C:21]2[CH:29]=[C:28]3[C:24]([C:25]4[CH2:34][CH2:33][NH:32][CH:31]([CH2:35][OH:36])[C:26]=4[N:27]3[CH3:30])=[CH:23][CH:22]=2)[C:17](=[O:37])[CH:16]=1)[C:8]1[CH:9]=[CH:10][CH:11]=[CH:12][CH:13]=1. The yield is 0.540.